Predict which catalyst facilitates the given reaction. From a dataset of Catalyst prediction with 721,799 reactions and 888 catalyst types from USPTO. (1) Reactant: C(OC(=O)[NH:7][C:8]1[CH:19]=[C:18]([Cl:20])[C:11]2[C:12]([CH:15]3[CH2:17][CH2:16]3)=[N:13][O:14][C:10]=2[CH:9]=1)(C)(C)C.C(O)(C(F)(F)F)=O. Product: [NH2:7][C:8]1[CH:19]=[C:18]([Cl:20])[C:11]2[C:12]([CH:15]3[CH2:16][CH2:17]3)=[N:13][O:14][C:10]=2[CH:9]=1. The catalyst class is: 2. (2) The catalyst class is: 1. Product: [Cl:6][C:7]1[C:12]([F:13])=[C:11]([Cl:14])[N:10]=[C:9]([C:5]#[C:4][CH:1]2[CH2:3][CH2:2]2)[N:8]=1. Reactant: [CH:1]1([C:4]#[CH:5])[CH2:3][CH2:2]1.[Cl:6][C:7]1[C:12]([F:13])=[C:11]([Cl:14])[N:10]=[C:9](S(C)(=O)=O)[N:8]=1. (3) Reactant: [Si:1]([O:8][CH:9]1[CH2:13][CH2:12][C:11]([CH2:14][PH:15](=[O:20])[O:16][CH:17]([CH3:19])[CH3:18])=[CH:10]1)([C:4]([CH3:7])([CH3:6])[CH3:5])([CH3:3])[CH3:2]. Product: [Si:1]([O:8][C@@H:9]1[CH2:13][CH2:12][C@H:11]([CH2:14][PH:15](=[O:20])[O:16][CH:17]([CH3:18])[CH3:19])[CH2:10]1)([C:4]([CH3:7])([CH3:6])[CH3:5])([CH3:3])[CH3:2]. The catalyst class is: 19. (4) Reactant: [CH3:1][CH:2]([O:4][C:5]1[CH:13]=[CH:12][C:8]([C:9]([OH:11])=O)=[CH:7][C:6]=1[C:14]([F:17])([F:16])[F:15])[CH3:3].CCN=C=NCCCN(C)C.C1C=CC2N(O)N=NC=2C=1.O[NH:40][C:41](=[NH:58])[C:42]1[CH:43]=[C:44]2[C:48](=[CH:49][CH:50]=1)[N:47]([CH2:51][CH2:52][C:53]([O:55][CH2:56][CH3:57])=[O:54])[N:46]=[CH:45]2.C(=O)(O)[O-].[Na+]. Product: [CH3:3][CH:2]([O:4][C:5]1[CH:13]=[CH:12][C:8]([C:9]2[O:11][N:40]=[C:41]([C:42]3[CH:43]=[C:44]4[C:48](=[CH:49][CH:50]=3)[N:47]([CH2:51][CH2:52][C:53]([O:55][CH2:56][CH3:57])=[O:54])[N:46]=[CH:45]4)[N:58]=2)=[CH:7][C:6]=1[C:14]([F:17])([F:16])[F:15])[CH3:1]. The catalyst class is: 39. (5) Reactant: [Br:1][C:2]1[CH:7]=[CH:6][C:5]([Br:8])=[CH:4][CH:3]=1.[CH2:9]([Mg]Br)[CH2:10][CH2:11][CH2:12][CH2:13][CH2:14][CH2:15][CH2:16][CH2:17][CH3:18]. Product: [Br:1][C:2]1[CH:7]=[C:6]([CH2:9][CH2:10][CH2:11][CH2:12][CH2:13][CH2:14][CH2:15][CH2:16][CH2:17][CH3:18])[C:5]([Br:8])=[CH:4][C:3]=1[CH2:9][CH2:10][CH2:11][CH2:12][CH2:13][CH2:14][CH2:15][CH2:16][CH2:17][CH3:18].[CH2:9]([C:2]1[CH:7]=[CH:6][C:5]([CH2:9][CH2:10][CH2:11][CH2:12][CH2:13][CH2:14][CH2:15][CH2:16][CH2:17][CH3:18])=[CH:4][CH:3]=1)[CH2:10][CH2:11][CH2:12][CH2:13][CH2:14][CH2:15][CH2:16][CH2:17][CH3:18]. The catalyst class is: 140. (6) Reactant: [CH:1]1([C:4]2[C:5]([C:10]3[CH:15]=[CH:14][C:13]([CH2:16][C:17]([O:19]C)=[O:18])=[CH:12][CH:11]=3)=[N:6][CH:7]=[CH:8][N:9]=2)[CH2:3][CH2:2]1.[Li+].[OH-].Cl. Product: [CH:1]1([C:4]2[C:5]([C:10]3[CH:15]=[CH:14][C:13]([CH2:16][C:17]([OH:19])=[O:18])=[CH:12][CH:11]=3)=[N:6][CH:7]=[CH:8][N:9]=2)[CH2:2][CH2:3]1. The catalyst class is: 5.